Dataset: Catalyst prediction with 721,799 reactions and 888 catalyst types from USPTO. Task: Predict which catalyst facilitates the given reaction. Reactant: [H-].[Na+].[C:3]([O:7][C:8](=[O:17])[NH:9][CH:10]1[CH2:15][CH2:14][CH2:13][C:12](=O)[CH2:11]1)([CH3:6])([CH3:5])[CH3:4].O.[CH3:19]S(C)=O. Product: [C:3]([O:7][C:8](=[O:17])[NH:9][CH:10]1[CH2:15][CH2:14][CH2:13][C:12](=[CH2:19])[CH2:11]1)([CH3:6])([CH3:5])[CH3:4]. The catalyst class is: 629.